This data is from Catalyst prediction with 721,799 reactions and 888 catalyst types from USPTO. The task is: Predict which catalyst facilitates the given reaction. (1) Reactant: Cl.[Cl:2][C:3]1[C:4]([O:32]COC)=[CH:5][C:6]([O:28]COC)=[C:7]([CH:27]=1)[C:8]([N:10]1[CH2:14][CH2:13][CH2:12][CH:11]1[C:15]1[CH:25]=[CH:24][C:18]([C:19]([NH:21][CH2:22][CH3:23])=[O:20])=[CH:17][C:16]=1[CH3:26])=[O:9].C([O-])(O)=O.[Na+]. Product: [Cl:2][C:3]1[C:4]([OH:32])=[CH:5][C:6]([OH:28])=[C:7]([CH:27]=1)[C:8]([N:10]1[CH2:14][CH2:13][CH2:12][CH:11]1[C:15]1[CH:25]=[CH:24][C:18]([C:19]([NH:21][CH2:22][CH3:23])=[O:20])=[CH:17][C:16]=1[CH3:26])=[O:9]. The catalyst class is: 5. (2) Reactant: Br[C:2]1[CH:3]=[CH:4][CH:5]=[C:6]2[C:11]=1[N:10]=[C:9]([NH:12][C:13]([CH3:16])([CH3:15])[CH3:14])[C:8]([F:17])=[N:7]2.Br[C:5]1[CH:4]=[CH:3][CH:2]=[C:11]2[C:6]=1[N:7]=[C:8]([F:17])[C:9]([NH:12][C:13]([CH3:14])([CH3:16])[CH3:15])=[N:10]2.C([Sn](CCCC)(CCCC)[C:40]([O:42]CC)=[CH2:41])CCC.C1COCC1.Cl. Product: [C:13]([NH:12][C:9]1[C:8]([F:17])=[N:7][C:6]2[C:11]([N:10]=1)=[C:2]([C:40](=[O:42])[CH3:41])[CH:3]=[CH:4][CH:5]=2)([CH3:16])([CH3:15])[CH3:14]. The catalyst class is: 109. (3) Reactant: [C:1]1([S:7](Cl)(=[O:9])=[O:8])[CH:6]=[CH:5][CH:4]=[CH:3][CH:2]=1.[C:11]([O:15][C:16](=[O:33])[NH:17][C:18]1[CH:23]=[CH:22][C:21]([NH2:24])=[C:20]([C:25]#[C:26][C:27]2[CH:32]=[CH:31][CH:30]=[CH:29][CH:28]=2)[N:19]=1)([CH3:14])([CH3:13])[CH3:12].N1C=CC=CC=1. Product: [C:11]([O:15][C:16](=[O:33])[NH:17][C:18]1[CH:23]=[CH:22][C:21]([NH:24][S:7]([C:1]2[CH:6]=[CH:5][CH:4]=[CH:3][CH:2]=2)(=[O:9])=[O:8])=[C:20]([C:25]#[C:26][C:27]2[CH:32]=[CH:31][CH:30]=[CH:29][CH:28]=2)[N:19]=1)([CH3:14])([CH3:12])[CH3:13]. The catalyst class is: 2. (4) Reactant: [CH3:1][O:2][C:3]1[CH:8]=[CH:7][C:6]([CH:9]([C:13](=O)[CH3:14])[C:10](=O)[CH3:11])=[CH:5][CH:4]=1.Cl.[CH2:17]([O:24][C:25]1[CH:30]=[CH:29][C:28]([NH:31][NH2:32])=[CH:27][CH:26]=1)[C:18]1[CH:23]=[CH:22][CH:21]=[CH:20][CH:19]=1. Product: [CH2:17]([O:24][C:25]1[CH:26]=[CH:27][C:28]([N:31]2[C:13]([CH3:14])=[C:9]([C:6]3[CH:7]=[CH:8][C:3]([O:2][CH3:1])=[CH:4][CH:5]=3)[C:10]([CH3:11])=[N:32]2)=[CH:29][CH:30]=1)[C:18]1[CH:19]=[CH:20][CH:21]=[CH:22][CH:23]=1. The catalyst class is: 40. (5) Reactant: [CH3:1][N:2]1[CH2:6][CH2:5][CH2:4][C@H:3]1[CH2:7][OH:8].C[O:10][C:11](=O)[C:12]([OH:23])([C:18]1[S:19][CH:20]=[CH:21][CH:22]=1)[C:13]1[S:14][CH:15]=[CH:16][CH:17]=1.[Na]. Product: [CH3:1][N:2]1[CH2:6][CH2:5][CH2:4][C@H:3]1[CH2:7][O:8][C:11](=[O:10])[C:12]([OH:23])([C:13]1[S:14][CH:15]=[CH:16][CH:17]=1)[C:18]1[S:19][CH:20]=[CH:21][CH:22]=1. The catalyst class is: 715.